Dataset: Forward reaction prediction with 1.9M reactions from USPTO patents (1976-2016). Task: Predict the product of the given reaction. (1) Given the reactants S1C2C(O)=CC=CC=2C=N1.[F:11][C:12]1[C:20]2[S:19][N:18]=[CH:17][C:16]=2[C:15]([O:21]C)=[CH:14][CH:13]=1.Cl.N1C=CC=CC=1, predict the reaction product. The product is: [F:11][C:12]1[CH:13]=[CH:14][C:15]([OH:21])=[C:16]2[C:20]=1[S:19][N:18]=[CH:17]2. (2) Given the reactants CO[C:3]1[CH:4]=[C:5]([CH:9]=[CH:10][C:11]=1[C:12]1[CH:13]=[N:14][NH:15][CH:16]=1)[C:6]([OH:8])=[O:7].BrC1C=CC([C:22](OC)=[O:23])=C(OC)C=1.COC1C=C(C=CC=1C1C=NNC=1)C(OC)=O, predict the reaction product. The product is: [CH3:22][O:23][C:4]1[CH:3]=[C:11]([C:12]2[CH:16]=[N:15][NH:14][CH:13]=2)[CH:10]=[CH:9][C:5]=1[C:6]([OH:8])=[O:7]. (3) Given the reactants Br[C:2]1[C:3]([C:24]2[CH:29]=[CH:28][N:27]=[CH:26][CH:25]=2)=[C:4]([C:17]2[CH:22]=[CH:21][CH:20]=[C:19]([Cl:23])[CH:18]=2)[N:5]([Si](C(C)C)(C(C)C)C(C)C)[CH:6]=1.[CH3:30][C:31]1[CH:36]=[CH:35][C:34]([C@H:37]2[CH2:45][N:44]3[C@H:39]([CH2:40][C:41](=O)[CH2:42][CH2:43]3)[CH2:38]2)=[CH:33][CH:32]=1.C(OCC)(=O)C.C(N)(C)C, predict the reaction product. The product is: [Cl:23][C:19]1[CH:18]=[C:17]([C:4]2[NH:5][CH:6]=[C:2]([C:41]3[CH2:42][CH2:43][N:44]4[C@H:39]([CH:40]=3)[CH2:38][C@@H:37]([C:34]3[CH:35]=[CH:36][C:31]([CH3:30])=[CH:32][CH:33]=3)[CH2:45]4)[C:3]=2[C:24]2[CH:29]=[CH:28][N:27]=[CH:26][CH:25]=2)[CH:22]=[CH:21][CH:20]=1.